Predict the reaction yield, written as a fraction of the theoretical maximum amount of product (1.0 means a 100% yield; for example, 0.34 means a 34% yield). From a dataset of Reaction yield outcomes from USPTO patents with 853,638 reactions. (1) The reactants are [Br-].N[C:3]1[CH:8]=[CH:7][CH:6]=[CH:5][N:4]=1.C(B(O)O)=C.OC(C(O)(C)C)(C)C.[Li+].[OH-].[CH:24](OC=C)=C.Cl.[CH3:30][N:31](C=O)C. The catalyst is C1C=CC(P(C2C=CC=CC=2)[C-]2C=CC=C2)=CC=1.C1C=CC(P(C2C=CC=CC=2)[C-]2C=CC=C2)=CC=1.Cl[Pd]Cl.[Fe+2].C(Cl)Cl. The product is [NH:4]1[C:5]2[C:6](=[CH:7][CH:8]=[CH:3][CH:24]=2)[CH:30]=[N:31]1. The yield is 0.780. (2) The reactants are [NH:1]1[CH2:5][CH2:4][CH2:3][C:2]1=[O:6].CNCCNC.[CH2:13]([O:15][C:16]([C:18]1[N:22]([CH2:23][C:24]2[CH:29]=[C:28]([C:30]([F:33])([F:32])[F:31])[CH:27]=[C:26]([C:34]([F:37])([F:36])[F:35])[CH:25]=2)[C:21]2[C:38](Br)=[CH:39][S:40][C:20]=2[CH:19]=1)=[O:17])[CH3:14].[O-]P([O-])([O-])=O.[K+].[K+].[K+]. The product is [CH2:13]([O:15][C:16]([C:18]1[N:22]([CH2:23][C:24]2[CH:29]=[C:28]([C:30]([F:33])([F:32])[F:31])[CH:27]=[C:26]([C:34]([F:37])([F:35])[F:36])[CH:25]=2)[C:21]2[C:38]([N:1]3[CH2:5][CH2:4][CH2:3][C:2]3=[O:6])=[CH:39][S:40][C:20]=2[CH:19]=1)=[O:17])[CH3:14]. The catalyst is [Cu]I.C1(C)C=CC=CC=1. The yield is 0.380. (3) The reactants are [CH3:1][C:2]1[C:7]([CH:8]([CH2:13][CH2:14][CH3:15])[C:9]([O:11]C)=[O:10])=[C:6]([C:16]2[CH:17]=[C:18]3[C:22](=[CH:23][CH:24]=2)[N:21]([CH3:25])[CH:20]=[CH:19]3)[N:5]=[C:4]([C:26]2[CH:31]=[CH:30][CH:29]=[CH:28][CH:27]=2)[N:3]=1.[OH-].[Na+]. The catalyst is CO. The product is [CH3:1][C:2]1[C:7]([CH:8]([CH2:13][CH2:14][CH3:15])[C:9]([OH:11])=[O:10])=[C:6]([C:16]2[CH:17]=[C:18]3[C:22](=[CH:23][CH:24]=2)[N:21]([CH3:25])[CH:20]=[CH:19]3)[N:5]=[C:4]([C:26]2[CH:31]=[CH:30][CH:29]=[CH:28][CH:27]=2)[N:3]=1. The yield is 0.760.